This data is from Forward reaction prediction with 1.9M reactions from USPTO patents (1976-2016). The task is: Predict the product of the given reaction. (1) Given the reactants C(OCC)(=O)CC(OCC)=O.[CH2:12]([CH:16]([C:22]([O:24]CC)=[O:23])[C:17]([O:19]CC)=[O:18])[CH:13]([CH3:15])[CH3:14].[OH-].[K+], predict the reaction product. The product is: [CH2:12]([CH:16]([C:22]([OH:24])=[O:23])[C:17]([OH:19])=[O:18])[CH:13]([CH3:15])[CH3:14]. (2) Given the reactants C([O:3][C:4]([C:6]1[CH:7]=[N:8][N:9]([CH:15]2[CH2:17][CH2:16]2)[C:10]=1[C:11]([F:14])([F:13])[F:12])=O)C.CC(C[AlH]CC(C)C)C.Cl, predict the reaction product. The product is: [CH:15]1([N:9]2[C:10]([C:11]([F:13])([F:12])[F:14])=[C:6]([CH2:4][OH:3])[CH:7]=[N:8]2)[CH2:16][CH2:17]1. (3) Given the reactants [S:1]1[CH:5]=[CH:4][CH:3]=[C:2]1[CH2:6][NH:7][C:8]([C:10]1[CH:28]=[C:13]2[CH:14]=[C:15]([C:22]3[CH:27]=[CH:26][CH:25]=[CH:24][CH:23]=3)[CH:16]=[C:17]([C:18]([F:21])([F:20])[F:19])[N:12]2[N:11]=1)=[O:9].C1C(=O)N([Br:36])C(=O)C1, predict the reaction product. The product is: [S:1]1[CH:5]=[CH:4][CH:3]=[C:2]1[CH2:6][NH:7][C:8]([C:10]1[C:28]([Br:36])=[C:13]2[CH:14]=[C:15]([C:22]3[CH:27]=[CH:26][CH:25]=[CH:24][CH:23]=3)[CH:16]=[C:17]([C:18]([F:20])([F:21])[F:19])[N:12]2[N:11]=1)=[O:9]. (4) Given the reactants C(N(CC)CC)C.[F:8][C:9]1[CH:17]=[C:16]2[C:12]([C:13]([CH:25]=[O:26])=[CH:14][N:15]2C(OC(C)(C)C)=O)=[CH:11][CH:10]=1.[CH:27](=[N:34][C:35]1[CH:36]=[C:37]([CH:42]=[C:43]([O:45][CH3:46])[CH:44]=1)[O:38][CH2:39][CH2:40][OH:41])[C:28]1[CH:33]=[CH:32][CH:31]=[CH:30][CH:29]=1, predict the reaction product. The product is: [F:8][C:9]1[CH:17]=[C:16]2[C:12]([C:13]([C:25](=[O:26])[CH:27]([NH:34][C:35]3[CH:44]=[C:43]([O:45][CH3:46])[CH:42]=[C:37]([O:38][CH2:39][CH2:40][OH:41])[CH:36]=3)[C:28]3[CH:29]=[CH:30][CH:31]=[CH:32][CH:33]=3)=[CH:14][NH:15]2)=[CH:11][CH:10]=1. (5) Given the reactants [Cl:1][C:2]1[C:7]([F:8])=[CH:6][CH:5]=[CH:4][C:3]=1I.C(OC([N:17]1[CH2:22][CH2:21][NH:20][C@H:19]([CH3:23])[CH2:18]1)=O)(C)(C)C.CC(C)([O-])C.[Na+], predict the reaction product. The product is: [Cl:1][C:2]1[C:7]([F:8])=[C:6]([N:20]2[CH2:21][CH2:22][NH:17][CH2:18][C@H:19]2[CH3:23])[CH:5]=[CH:4][CH:3]=1.